This data is from Peptide-MHC class I binding affinity with 185,985 pairs from IEDB/IMGT. The task is: Regression. Given a peptide amino acid sequence and an MHC pseudo amino acid sequence, predict their binding affinity value. This is MHC class I binding data. (1) The peptide sequence is YPLTFGWCY. The MHC is HLA-B35:03 with pseudo-sequence HLA-B35:03. The binding affinity (normalized) is 0.0524. (2) The peptide sequence is SFGAGTLAK. The MHC is HLA-A24:03 with pseudo-sequence HLA-A24:03. The binding affinity (normalized) is 0.0847. (3) The peptide sequence is SSVNMISRM. The MHC is HLA-A26:01 with pseudo-sequence HLA-A26:01. The binding affinity (normalized) is 0.334. (4) The peptide sequence is YRYCHQLAL. The MHC is HLA-C07:02 with pseudo-sequence HLA-C07:02. The binding affinity (normalized) is 0.661. (5) The peptide sequence is KFMSNGEHV. The MHC is HLA-A02:01 with pseudo-sequence HLA-A02:01. The binding affinity (normalized) is 0.0547. (6) The peptide sequence is MPAMVPPYA. The MHC is HLA-B39:01 with pseudo-sequence HLA-B39:01. The binding affinity (normalized) is 0.0847. (7) The peptide sequence is NISIISIRPR. The MHC is HLA-A11:01 with pseudo-sequence HLA-A11:01. The binding affinity (normalized) is 0.375.